This data is from Reaction yield outcomes from USPTO patents with 853,638 reactions. The task is: Predict the reaction yield, written as a fraction of the theoretical maximum amount of product (1.0 means a 100% yield; for example, 0.34 means a 34% yield). The reactants are [CH:1]([N:4]1[CH:8]=[C:7]([C:9]2[N:14]=[C:13]([C:15]3[CH:16]=[N:17][NH:18][CH:19]=3)[N:12]3[CH:20]=[CH:21][N:22]=[C:11]3[CH:10]=2)[CH:6]=[N:5]1)([CH3:3])[CH3:2].[C:23]([CH:25]=[C:26]1[CH2:29][N:28]([C:30]([O:32][C:33]([CH3:36])([CH3:35])[CH3:34])=[O:31])[CH2:27]1)#[N:24]. No catalyst specified. The product is [C:23]([CH2:25][C:26]1([N:17]2[CH:16]=[C:15]([C:13]3[N:12]4[CH:20]=[CH:21][N:22]=[C:11]4[CH:10]=[C:9]([C:7]4[CH:6]=[N:5][N:4]([CH:1]([CH3:3])[CH3:2])[CH:8]=4)[N:14]=3)[CH:19]=[N:18]2)[CH2:29][N:28]([C:30]([O:32][C:33]([CH3:36])([CH3:35])[CH3:34])=[O:31])[CH2:27]1)#[N:24]. The yield is 0.640.